From a dataset of Catalyst prediction with 721,799 reactions and 888 catalyst types from USPTO. Predict which catalyst facilitates the given reaction. (1) Reactant: [C:1]([O:5][C:6](=[O:26])[NH:7][C:8]1[CH:13]=[C:12]([O:14][C:15]2[CH:20]=[CH:19][C:18]([N+:21]([O-])=O)=[CH:17][N:16]=2)[C:11]([F:24])=[CH:10][C:9]=1[F:25])([CH3:4])([CH3:3])[CH3:2].O1CCCC1. Product: [C:1]([O:5][C:6](=[O:26])[NH:7][C:8]1[CH:13]=[C:12]([O:14][C:15]2[CH:20]=[CH:19][C:18]([NH2:21])=[CH:17][N:16]=2)[C:11]([F:24])=[CH:10][C:9]=1[F:25])([CH3:4])([CH3:2])[CH3:3]. The catalyst class is: 129. (2) The catalyst class is: 3. Reactant: [Br:1][C:2]1[CH:7]=[CH:6][C:5](/[C:8](=[N:22]/[O:23][CH2:24][CH3:25])/[CH:9]2[CH2:14][CH2:13][N:12]([C:15]3([CH3:21])[CH2:20][CH2:19][NH:18][CH2:17][CH2:16]3)[CH2:11][CH2:10]2)=[CH:4][CH:3]=1.[N:26]1[C:35]2[CH:34]=[CH:33][CH:32]=[C:31]([C:36](O)=[O:37])[C:30]=2[CH:29]=[CH:28][CH:27]=1.CCN(CC)CC.CN(C(ON1N=NC2C=CC=NC1=2)=[N+](C)C)C.F[P-](F)(F)(F)(F)F. Product: [Br:1][C:2]1[CH:7]=[CH:6][C:5](/[C:8](=[N:22]/[O:23][CH2:24][CH3:25])/[CH:9]2[CH2:10][CH2:11][N:12]([C:15]3([CH3:21])[CH2:20][CH2:19][N:18]([C:36]([C:31]4[CH:32]=[CH:33][CH:34]=[C:35]5[C:30]=4[CH:29]=[CH:28][CH:27]=[N:26]5)=[O:37])[CH2:17][CH2:16]3)[CH2:13][CH2:14]2)=[CH:4][CH:3]=1.